From a dataset of Catalyst prediction with 721,799 reactions and 888 catalyst types from USPTO. Predict which catalyst facilitates the given reaction. (1) Reactant: Br[C:2]1[CH:3]=[C:4]([NH:10][C:11]2[CH:23]=[C:14]3[CH2:15][N:16]([CH2:19][CH2:20][O:21][CH3:22])[CH2:17][CH2:18][N:13]3[N:12]=2)[C:5](=[O:9])[N:6]([CH3:8])[CH:7]=1.[B:24]1([B:24]2[O:28][C:27]([CH3:30])([CH3:29])[C:26]([CH3:32])([CH3:31])[O:25]2)[O:28][C:27]([CH3:30])([CH3:29])[C:26]([CH3:32])([CH3:31])[O:25]1.CC(C1C=C(C(C)C)C(C2C=CC=CC=2P(C2CCCCC2)C2CCCCC2)=C(C(C)C)C=1)C.C([O-])(=O)C.[K+]. Product: [CH3:22][O:21][CH2:20][CH2:19][N:16]1[CH2:17][CH2:18][N:13]2[N:12]=[C:11]([NH:10][C:4]3[C:5](=[O:9])[N:6]([CH3:8])[CH:7]=[C:2]([B:24]4[O:28][C:27]([CH3:30])([CH3:29])[C:26]([CH3:32])([CH3:31])[O:25]4)[CH:3]=3)[CH:23]=[C:14]2[CH2:15]1. The catalyst class is: 102. (2) Reactant: OC(C(F)(F)F)=O.[CH3:8][C:9]([Si:12]([CH3:27])([CH3:26])[O:13][C@H:14]1[C@@H:19]([N:20]2[CH2:24][CH2:23][CH2:22][C:21]2=[O:25])[CH2:18][CH2:17][NH:16][CH2:15]1)([CH3:11])[CH3:10].CCN(C(C)C)C(C)C.[Br:37][C:38]1[CH:39]=[C:40]([C:51]([F:54])([F:53])[F:52])[C:41]2[N:42]([C:44]([Cl:50])=[C:45]([C:47](O)=[O:48])[N:46]=2)[CH:43]=1.CN(C(ON1N=NC2C=CC=NC1=2)=[N+](C)C)C.F[P-](F)(F)(F)(F)F. Product: [Br:37][C:38]1[CH:39]=[C:40]([C:51]([F:53])([F:54])[F:52])[C:41]2[N:42]([C:44]([Cl:50])=[C:45]([C:47]([N:16]3[CH2:17][CH2:18][C@H:19]([N:20]4[CH2:24][CH2:23][CH2:22][C:21]4=[O:25])[C@H:14]([O:13][Si:12]([C:9]([CH3:8])([CH3:10])[CH3:11])([CH3:27])[CH3:26])[CH2:15]3)=[O:48])[N:46]=2)[CH:43]=1. The catalyst class is: 31. (3) Product: [F:1][C:2]1[CH:7]=[CH:6][CH:5]=[C:4]([F:8])[C:3]=1[C:9]1[O:10][C:11]([C:22]([OH:24])=[O:23])=[C:12]([C:14]2[CH:15]=[CH:16][C:17]([O:20][CH3:21])=[CH:18][CH:19]=2)[N:13]=1. Reactant: [F:1][C:2]1[CH:7]=[CH:6][CH:5]=[C:4]([F:8])[C:3]=1[C:9]1[O:10][C:11]([C:22]([O:24]CC)=[O:23])=[C:12]([C:14]2[CH:19]=[CH:18][C:17]([O:20][CH3:21])=[CH:16][CH:15]=2)[N:13]=1.O.[OH-].[Li+]. The catalyst class is: 20. (4) Reactant: C1[CH2:5][O:4]CC1.[PH:6](=[O:12])([O-])[O:7][CH:8](C)C.[Li][CH2:14]CCC.CO[C:20](=[O:38])[C:21]1[CH:26]=[CH:25][CH:24]=[C:23]([C:27]([O:36][CH3:37])([O:34][CH3:35])[C:28]2[CH:33]=[CH:32][CH:31]=[CH:30][CH:29]=2)[CH:22]=1. Product: [CH3:8][O:7][P:6]([CH2:14][C:20]([C:21]1[CH:26]=[CH:25][CH:24]=[C:23]([C:27]([O:36][CH3:37])([O:34][CH3:35])[C:28]2[CH:29]=[CH:30][CH:31]=[CH:32][CH:33]=2)[CH:22]=1)=[O:38])(=[O:12])[O:4][CH3:5]. The catalyst class is: 13. (5) Reactant: COC[O:4][C:5]1[CH:6]=[C:7]([C:11]2[N:15]=[C:14]([C:16]3[S:20][C:19]([NH:21][C:22]4[CH:27]=[C:26]([O:28][CH3:29])[C:25]([O:30][CH3:31])=[C:24]([O:32][CH3:33])[CH:23]=4)=[N:18][C:17]=3[NH2:34])[O:13][N:12]=2)[CH:8]=[CH:9][CH:10]=1.FC(F)(F)C(O)=O.C1(C)C=CC=CC=1. Product: [NH2:34][C:17]1[N:18]=[C:19]([NH:21][C:22]2[CH:27]=[C:26]([O:28][CH3:29])[C:25]([O:30][CH3:31])=[C:24]([O:32][CH3:33])[CH:23]=2)[S:20][C:16]=1[C:14]1[O:13][N:12]=[C:11]([C:7]2[CH:6]=[C:5]([OH:4])[CH:10]=[CH:9][CH:8]=2)[N:15]=1. The catalyst class is: 12. (6) Reactant: C([N:8](CC1C=CC=CC=1)[C@H:9]1[C@H:14]([C:15]2[CH:20]=[CH:19][C:18]([C:21]([F:24])([F:23])[F:22])=[CH:17][CH:16]=2)[O:13][C@H:12]([CH2:25][C:26]([O:28][CH2:29][CH3:30])=[O:27])[CH2:11][CH2:10]1)C1C=CC=CC=1.C([O-])=O.[NH4+]. Product: [NH2:8][C@H:9]1[C@H:14]([C:15]2[CH:16]=[CH:17][C:18]([C:21]([F:23])([F:24])[F:22])=[CH:19][CH:20]=2)[O:13][C@H:12]([CH2:25][C:26]([O:28][CH2:29][CH3:30])=[O:27])[CH2:11][CH2:10]1. The catalyst class is: 105. (7) Reactant: [C:1]([O:5][C:6]([NH:8][CH:9]1[CH2:14][CH2:13][NH:12][CH2:11][CH2:10]1)=[O:7])([CH3:4])([CH3:3])[CH3:2].[C:15](#N)[CH3:16].CC[C:20]([C:22](Cl)=[O:23])=[O:21].C(=O)([O-])[OH:26].[Na+]. Product: [C:1]([O:5][C:6]([NH:8][CH:9]1[CH2:10][CH2:11][N:12]([C:22](=[O:23])[C:20]([O:26][CH2:15][CH3:16])=[O:21])[CH2:13][CH2:14]1)=[O:7])([CH3:4])([CH3:2])[CH3:3]. The catalyst class is: 66. (8) Reactant: [C:1]([C:3]1[C:8]2=[N:9][C:10]3[CH:15]=[CH:14][CH:13]=[CH:12][C:11]=3[N:7]2[C:6]([N:16]2[CH2:20][CH2:19][C@@H:18](CNCC(OCC)=O)[CH2:17]2)=[C:5]([C:29]2[CH:34]=[CH:33][CH:32]=[CH:31][CH:30]=2)[C:4]=1[CH3:35])#[N:2].Cl.Cl.[OH:38][CH2:39][CH2:40][N:41](C)[C@H:42]1CCNC1.C(N(CC)CC)C.ClC1N2C(=NC3C=CC=CC=32)C(C#N)=C(C)C=1C1C=CC=CC=1. Product: [OH:38][CH2:39][CH2:40][N:41]([CH3:42])[C@H:18]1[CH2:19][CH2:20][N:16]([C:6]2[N:7]3[C:8](=[N:9][C:10]4[CH:15]=[CH:14][CH:13]=[CH:12][C:11]=43)[C:3]([C:1]#[N:2])=[C:4]([CH3:35])[C:5]=2[C:29]2[CH:34]=[CH:33][CH:32]=[CH:31][CH:30]=2)[CH2:17]1. The catalyst class is: 9.